From a dataset of NCI-60 drug combinations with 297,098 pairs across 59 cell lines. Regression. Given two drug SMILES strings and cell line genomic features, predict the synergy score measuring deviation from expected non-interaction effect. (1) Cell line: OVCAR3. Synergy scores: CSS=18.1, Synergy_ZIP=0.336, Synergy_Bliss=0.725, Synergy_Loewe=-14.0, Synergy_HSA=-0.304. Drug 2: CC1=C(C(=CC=C1)Cl)NC(=O)C2=CN=C(S2)NC3=CC(=NC(=N3)C)N4CCN(CC4)CCO. Drug 1: C1CCN(CC1)CCOC2=CC=C(C=C2)C(=O)C3=C(SC4=C3C=CC(=C4)O)C5=CC=C(C=C5)O. (2) Drug 1: COC1=C(C=C2C(=C1)N=CN=C2NC3=CC(=C(C=C3)F)Cl)OCCCN4CCOCC4. Drug 2: C1CN1P(=S)(N2CC2)N3CC3. Cell line: SW-620. Synergy scores: CSS=30.0, Synergy_ZIP=-2.36, Synergy_Bliss=6.93, Synergy_Loewe=7.94, Synergy_HSA=7.98. (3) Cell line: MALME-3M. Drug 2: CC1=C2C(C(=O)C3(C(CC4C(C3C(C(C2(C)C)(CC1OC(=O)C(C(C5=CC=CC=C5)NC(=O)C6=CC=CC=C6)O)O)OC(=O)C7=CC=CC=C7)(CO4)OC(=O)C)O)C)OC(=O)C. Synergy scores: CSS=58.8, Synergy_ZIP=-1.43, Synergy_Bliss=2.44, Synergy_Loewe=-3.74, Synergy_HSA=2.89. Drug 1: CC12CCC3C(C1CCC2=O)CC(=C)C4=CC(=O)C=CC34C. (4) Drug 1: C1CC(=O)NC(=O)C1N2CC3=C(C2=O)C=CC=C3N. Drug 2: CCC(=C(C1=CC=CC=C1)C2=CC=C(C=C2)OCCN(C)C)C3=CC=CC=C3.C(C(=O)O)C(CC(=O)O)(C(=O)O)O. Cell line: CAKI-1. Synergy scores: CSS=5.02, Synergy_ZIP=-4.65, Synergy_Bliss=-7.23, Synergy_Loewe=-18.0, Synergy_HSA=-4.05. (5) Drug 1: CC1=CC2C(CCC3(C2CCC3(C(=O)C)OC(=O)C)C)C4(C1=CC(=O)CC4)C. Drug 2: CN1C(=O)N2C=NC(=C2N=N1)C(=O)N. Cell line: NCI-H226. Synergy scores: CSS=0.389, Synergy_ZIP=3.78, Synergy_Bliss=7.31, Synergy_Loewe=0.506, Synergy_HSA=1.43. (6) Drug 1: CC1CCC2CC(C(=CC=CC=CC(CC(C(=O)C(C(C(=CC(C(=O)CC(OC(=O)C3CCCCN3C(=O)C(=O)C1(O2)O)C(C)CC4CCC(C(C4)OC)OCCO)C)C)O)OC)C)C)C)OC. Drug 2: CN1C2=C(C=C(C=C2)N(CCCl)CCCl)N=C1CCCC(=O)O.Cl. Cell line: K-562. Synergy scores: CSS=23.3, Synergy_ZIP=-8.11, Synergy_Bliss=-11.4, Synergy_Loewe=-74.4, Synergy_HSA=-9.95. (7) Drug 1: CC1=CC=C(C=C1)C2=CC(=NN2C3=CC=C(C=C3)S(=O)(=O)N)C(F)(F)F. Drug 2: C(CCl)NC(=O)N(CCCl)N=O. Cell line: A549. Synergy scores: CSS=-0.681, Synergy_ZIP=-0.698, Synergy_Bliss=0.00424, Synergy_Loewe=-2.57, Synergy_HSA=-0.844. (8) Drug 1: CCCS(=O)(=O)NC1=C(C(=C(C=C1)F)C(=O)C2=CNC3=C2C=C(C=N3)C4=CC=C(C=C4)Cl)F. Drug 2: CC12CCC3C(C1CCC2O)C(CC4=C3C=CC(=C4)O)CCCCCCCCCS(=O)CCCC(C(F)(F)F)(F)F. Cell line: EKVX. Synergy scores: CSS=2.73, Synergy_ZIP=0.436, Synergy_Bliss=4.12, Synergy_Loewe=2.12, Synergy_HSA=2.13. (9) Drug 1: CC1C(C(CC(O1)OC2CC(CC3=C2C(=C4C(=C3O)C(=O)C5=C(C4=O)C(=CC=C5)OC)O)(C(=O)CO)O)N)O. Drug 2: CC(C)(C1=NC(=CC=C1)N2C3=NC(=NC=C3C(=O)N2CC=C)NC4=CC=C(C=C4)N5CCN(CC5)C)O. Cell line: SW-620. Synergy scores: CSS=71.8, Synergy_ZIP=-0.640, Synergy_Bliss=-1.21, Synergy_Loewe=1.14, Synergy_HSA=5.77.